Dataset: CYP2C9 inhibition data for predicting drug metabolism from PubChem BioAssay. Task: Regression/Classification. Given a drug SMILES string, predict its absorption, distribution, metabolism, or excretion properties. Task type varies by dataset: regression for continuous measurements (e.g., permeability, clearance, half-life) or binary classification for categorical outcomes (e.g., BBB penetration, CYP inhibition). Dataset: cyp2c9_veith. (1) The drug is CCN(CC)C(=O)C1CCCN(c2ccc([N+](=O)[O-])cc2/C=N/NC(=O)c2ccc([N+](=O)[O-])cc2)C1. The result is 1 (inhibitor). (2) The drug is CN(C)C(=O)CCc1nc(-c2ccc(C(C)(C)C)cc2)no1. The result is 0 (non-inhibitor). (3) The compound is CCn1cc(C(=O)NCC(=O)OC)c2cc(OC)c(OC)cc2c1=O. The result is 0 (non-inhibitor). (4) The compound is COC(=O)[C@@]1(Cc2ccc(OC)cc2)[C@H]2c3cc(C(=O)N4CCCC4)n(Cc4ccsc4Br)c3C[C@H]2CN1C(=O)c1ccccc1. The result is 1 (inhibitor). (5) The compound is FC(F)(F)c1ccccc1-c1cncnc1-n1ccnc1. The result is 0 (non-inhibitor). (6) The molecule is COc1ccc(C2(C(=O)N3CCOCC3)CCCC2)cc1. The result is 0 (non-inhibitor). (7) The molecule is COc1cccc(Cn2c(=O)cnc3cnc(N4CCOCC4)nc32)c1. The result is 1 (inhibitor).